From a dataset of Full USPTO retrosynthesis dataset with 1.9M reactions from patents (1976-2016). Predict the reactants needed to synthesize the given product. (1) Given the product [CH3:37][O:38][NH:39][C:4]([C:6]1[C:7](=[O:36])[C:8]2[CH:13]=[N:12][C:11]([NH:14][C:15]3[CH:20]=[CH:19][C:18]([CH:21]4[CH2:26][CH2:25][N:24]([CH3:27])[CH2:23][CH2:22]4)=[CH:17][CH:16]=3)=[N:10][C:9]=2[N:28]([CH:30]2[CH2:35][CH2:34][CH2:33][CH2:32][CH2:31]2)[CH:29]=1)=[O:5], predict the reactants needed to synthesize it. The reactants are: C(O[C:4]([C:6]1[C:7](=[O:36])[C:8]2[CH:13]=[N:12][C:11]([NH:14][C:15]3[CH:20]=[CH:19][C:18]([CH:21]4[CH2:26][CH2:25][N:24]([CH3:27])[CH2:23][CH2:22]4)=[CH:17][CH:16]=3)=[N:10][C:9]=2[N:28]([CH:30]2[CH2:35][CH2:34][CH2:33][CH2:32][CH2:31]2)[CH:29]=1)=[O:5])C.[CH3:37][O:38][NH2:39].CO. (2) Given the product [O:26]=[C:25]1[C:24]2[C:23](=[CH:31][CH:30]=[CH:29][CH:28]=2)[C:22](=[O:32])[N:1]1[C:2]1[C:6]2[CH:7]=[C:8]([N+:19]([O-:21])=[O:20])[C:9]([NH:11][C:12](=[O:18])[O:13][C:14]([CH3:17])([CH3:16])[CH3:15])=[CH:10][C:5]=2[O:4][N:3]=1, predict the reactants needed to synthesize it. The reactants are: [NH2:1][C:2]1[C:6]2[CH:7]=[C:8]([N+:19]([O-:21])=[O:20])[C:9]([NH:11][C:12](=[O:18])[O:13][C:14]([CH3:17])([CH3:16])[CH3:15])=[CH:10][C:5]=2[O:4][N:3]=1.[C:22](Cl)(=[O:32])[C:23]1[C:24](=[CH:28][CH:29]=[CH:30][CH:31]=1)[C:25](Cl)=[O:26].C(N(CC)CC)C.O.C(Cl)Cl. (3) Given the product [Cl:1][C:2]1[CH:3]=[C:4]([C:24]2[CH:29]=[CH:28][C:27]([CH2:30][C:31]#[N:32])=[CH:26][CH:25]=2)[CH:5]=[CH:6][C:7]=1[CH:8]([CH3:23])[C:9]([OH:22])([C:14]1[CH:19]=[CH:18][C:17](=[O:20])[NH:16][CH:15]=1)[C:10]([F:12])([F:11])[F:13], predict the reactants needed to synthesize it. The reactants are: [Cl:1][C:2]1[CH:3]=[C:4]([C:24]2[CH:29]=[CH:28][C:27]([CH2:30][C:31]#[N:32])=[CH:26][CH:25]=2)[CH:5]=[CH:6][C:7]=1[CH:8]([CH3:23])[C:9]([OH:22])([C:14]1[CH:15]=[N:16][C:17]([O:20]C)=[CH:18][CH:19]=1)[C:10]([F:13])([F:12])[F:11].Cl.O. (4) Given the product [Br:12][C:13]1[CH:18]=[CH:17][C:16]([C:5](=[O:11])[CH2:6][CH2:7][C:8]([OH:10])=[O:9])=[CH:15][CH:14]=1, predict the reactants needed to synthesize it. The reactants are: [Al+3].[Cl-].[Cl-].[Cl-].[C:5]1(=[O:11])[O:10][C:8](=[O:9])[CH2:7][CH2:6]1.[Br:12][C:13]1[CH:18]=[CH:17][CH:16]=[CH:15][CH:14]=1.Cl. (5) The reactants are: [CH3:1][O:2][C:3]([C:5]1([OH:8])[CH2:7][CH2:6]1)=[O:4].[H-].[Na+].[CH2:11](Br)[C:12]1[CH:17]=[CH:16][CH:15]=[CH:14][CH:13]=1. Given the product [CH3:1][O:2][C:3]([C:5]1([O:8][CH2:11][C:12]2[CH:17]=[CH:16][CH:15]=[CH:14][CH:13]=2)[CH2:7][CH2:6]1)=[O:4], predict the reactants needed to synthesize it. (6) Given the product [NH:27]1[C:23]2=[N:24][CH:25]=[CH:26][C:21]([C:2]3[S:6][CH:5]=[C:4]([C:7]([CH3:12])([CH2:10][CH3:11])[C:8]#[N:9])[CH:3]=3)=[C:22]2[CH:29]=[N:28]1, predict the reactants needed to synthesize it. The reactants are: Br[C:2]1[S:6][CH:5]=[C:4]([C:7]([CH3:12])([CH2:10][CH3:11])[C:8]#[N:9])[CH:3]=1.CC1(C)C(C)(C)OB([C:21]2[CH:26]=[CH:25][N:24]=[C:23]3[N:27](C(C4C=CC=CC=4)(C4C=CC=CC=4)C4C=CC=CC=4)[N:28]=[CH:29][C:22]=23)O1.C([O-])([O-])=O.[Na+].[Na+].O.CCOC(C)=O. (7) Given the product [C:18]([O:17][C:15]([NH:1][CH2:2][CH2:3][C:4]1[CH:5]=[C:6]([CH:11]=[CH:12][CH:13]=1)[C:7]([O:9][CH3:10])=[O:8])=[O:14])([CH3:21])([CH3:20])[CH3:19], predict the reactants needed to synthesize it. The reactants are: [NH2:1][CH2:2][CH2:3][C:4]1[CH:5]=[C:6]([CH:11]=[CH:12][CH:13]=1)[C:7]([O:9][CH3:10])=[O:8].[O:14](C(OC(C)(C)C)=O)[C:15]([O:17][C:18]([CH3:21])([CH3:20])[CH3:19])=O.O. (8) Given the product [CH3:16][CH:17]([CH:21]([CH3:23])[CH3:22])[C:18](=[CH2:1])[CH:19]=[O:20], predict the reactants needed to synthesize it. The reactants are: [CH2:1](NCCCC)CCC.C(O)(=O)C.C=O.[CH3:16][CH:17]([CH:21]([CH3:23])[CH3:22])[CH2:18][CH:19]=[O:20]. (9) Given the product [Cl:8][C:9]1[C:14]([Cl:15])=[C:13]([O:7][CH2:3][C:4]#[C:5][CH3:6])[N:12]=[CH:11][N:10]=1, predict the reactants needed to synthesize it. The reactants are: [H-].[Na+].[CH2:3]([OH:7])[C:4]#[C:5][CH3:6].[Cl:8][C:9]1[C:14]([Cl:15])=[C:13](Cl)[N:12]=[CH:11][N:10]=1.[Cl-].[NH4+]. (10) Given the product [N:26]1([CH2:25][C:21]2[C:20]3[C:24](=[C:16]([C:14]([N:11]4[CH2:12][CH2:13][NH:8][CH2:9][CH2:10]4)=[O:15])[CH:17]=[CH:18][CH:19]=3)[NH:23][CH:22]=2)[CH2:31][CH2:30][O:29][CH2:28][CH2:27]1, predict the reactants needed to synthesize it. The reactants are: C(OC([N:8]1[CH2:13][CH2:12][N:11]([C:14]([C:16]2[CH:17]=[CH:18][CH:19]=[C:20]3[C:24]=2[NH:23][CH:22]=[C:21]3[CH2:25][N:26]2[CH2:31][CH2:30][O:29][CH2:28][CH2:27]2)=[O:15])[CH2:10][CH2:9]1)=O)(C)(C)C.C(O)(C(F)(F)F)=O.